Dataset: Forward reaction prediction with 1.9M reactions from USPTO patents (1976-2016). Task: Predict the product of the given reaction. (1) Given the reactants [CH:1]1([N:5]2[CH2:11][CH2:10][CH2:9][NH:8][CH2:7][CH2:6]2)[CH2:4][CH2:3][CH2:2]1.[OH-].[Na+].[Cl:14][C:15]1[CH:23]=[CH:22][C:18]([C:19](Cl)=[O:20])=[CH:17][N:16]=1.Cl, predict the reaction product. The product is: [ClH:14].[Cl:14][C:15]1[N:16]=[CH:17][C:18]([C:19]([N:8]2[CH2:9][CH2:10][CH2:11][N:5]([CH:1]3[CH2:4][CH2:3][CH2:2]3)[CH2:6][CH2:7]2)=[O:20])=[CH:22][CH:23]=1. (2) Given the reactants [F:1][C:2]([F:7])([F:6])[C:3]([CH3:5])=[O:4].[NH2:8][CH:9]([C:12]1[CH:17]=[CH:16][CH:15]=[CH:14][CH:13]=1)[CH2:10]O.C1(C)C=CC(S([O-])(=O)=O)=CC=1.[NH+]1C=CC=CC=1.O, predict the reaction product. The product is: [CH3:5][C:3]1([C:2]([F:7])([F:6])[F:1])[NH:8][CH:9]([C:12]2[CH:17]=[CH:16][CH:15]=[CH:14][CH:13]=2)[CH2:10][O:4]1. (3) Given the reactants F[C:2]1[CH:7]=[CH:6][C:5]([N+:8]([O-:10])=[O:9])=[CH:4][CH:3]=1.[F:11][C:12]([F:17])([F:16])[CH:13]([OH:15])[CH3:14].C(=O)([O-])[O-].[Cs+].[Cs+].Cl, predict the reaction product. The product is: [N+:8]([C:5]1[CH:6]=[CH:7][C:2]([O:15][CH:13]([CH3:14])[C:12]([F:17])([F:16])[F:11])=[CH:3][CH:4]=1)([O-:10])=[O:9]. (4) Given the reactants C[O:2][C:3]([CH2:5][S:6][S:7][CH2:8][CH2:9][CH2:10][CH2:11][CH2:12][CH2:13][CH2:14][CH3:15])=O.CC(C[AlH]CC(C)C)C.O, predict the reaction product. The product is: [CH:3]([CH2:5][S:6][S:7][CH2:8][CH2:9][CH2:10][CH2:11][CH2:12][CH2:13][CH2:14][CH3:15])=[O:2].